Dataset: Peptide-MHC class I binding affinity with 185,985 pairs from IEDB/IMGT. Task: Regression. Given a peptide amino acid sequence and an MHC pseudo amino acid sequence, predict their binding affinity value. This is MHC class I binding data. (1) The MHC is HLA-B07:02 with pseudo-sequence HLA-B07:02. The peptide sequence is WVGRASDPD. The binding affinity (normalized) is 0.0847. (2) The peptide sequence is TVWLSVIWMM. The MHC is HLA-A02:03 with pseudo-sequence HLA-A02:03. The binding affinity (normalized) is 0.446. (3) The peptide sequence is SLASIGTSF. The MHC is HLA-B07:02 with pseudo-sequence HLA-B07:02. The binding affinity (normalized) is 0.0847. (4) The MHC is HLA-A69:01 with pseudo-sequence HLA-A69:01. The peptide sequence is YSDIPRLKK. The binding affinity (normalized) is 0.443. (5) The peptide sequence is FHEFLSSKL. The MHC is HLA-B57:01 with pseudo-sequence HLA-B57:01. The binding affinity (normalized) is 0.0847.